Task: Predict which catalyst facilitates the given reaction.. Dataset: Catalyst prediction with 721,799 reactions and 888 catalyst types from USPTO (1) Reactant: [CH:1]([C:4]1[CH:5]=[CH:6][C:7]([O:22][CH3:23])=[C:8]([C:10]2[C:11]([C:20]#[N:21])=[CH:12][C:13]([C:16]([F:19])([F:18])[F:17])=[CH:14][CH:15]=2)[CH:9]=1)([CH3:3])[CH3:2].[OH-:24].[K+]. Product: [CH:1]([C:4]1[CH:5]=[CH:6][C:7]([O:22][CH3:23])=[C:8]([C:10]2[C:11]([C:20]([NH2:21])=[O:24])=[CH:12][C:13]([C:16]([F:17])([F:18])[F:19])=[CH:14][CH:15]=2)[CH:9]=1)([CH3:3])[CH3:2]. The catalyst class is: 666. (2) Reactant: [NH2:1][C:2]1[N:7]=[CH:6][C:5]([C:8]2[N:17]=[C:16]([NH:18][CH2:19][CH:20]([CH:27]3[CH2:32][CH2:31][CH2:30][CH2:29][CH2:28]3)[C:21]3[CH:26]=[CH:25][CH:24]=[CH:23][CH:22]=3)[C:15]3[C:10](=[CH:11][CH:12]=[CH:13][CH:14]=3)[N:9]=2)=[CH:4][N:3]=1.Cl[CH2:34][CH:35]=O. Product: [CH:21]1([CH:20]([C:27]2[CH:32]=[CH:31][CH:30]=[CH:29][CH:28]=2)[CH2:19][NH:18][C:16]2[C:15]3[C:10](=[CH:11][CH:12]=[CH:13][CH:14]=3)[N:9]=[C:8]([C:5]3[CH:6]=[N:7][C:2]4[N:3]([CH:34]=[CH:35][N:1]=4)[CH:4]=3)[N:17]=2)[CH2:26][CH2:25][CH2:24][CH2:23][CH2:22]1. The catalyst class is: 8.